This data is from Reaction yield outcomes from USPTO patents with 853,638 reactions. The task is: Predict the reaction yield, written as a fraction of the theoretical maximum amount of product (1.0 means a 100% yield; for example, 0.34 means a 34% yield). (1) The reactants are Cl.[NH:2]1[CH2:6][CH2:5][C@@H:4]([OH:7])[CH2:3]1.C(N(CC)CC)C.[CH2:15](Cl)[C:16]1[CH:21]=[CH:20][CH:19]=[CH:18][CH:17]=1. The catalyst is ClCCl.C(Cl)(Cl)Cl.[OH-].[Na+]. The product is [CH2:15]([N:2]1[CH2:6][CH2:5][C@@H:4]([OH:7])[CH2:3]1)[C:16]1[CH:21]=[CH:20][CH:19]=[CH:18][CH:17]=1. The yield is 0.444. (2) The catalyst is C1(C)C=CC=CC=1.C(OCC)(=O)C. The reactants are Br[C:2]1[CH:10]=[C:9]2[C:5]([CH2:6][C:7](=[O:11])[NH:8]2)=[CH:4][CH:3]=1.C(O)C.C(=O)([O-])[O-].[Na+].[Na+].C(O)(O)CC.[N:26]1[CH:31]=[CH:30][CH:29]=[C:28](B(O)O)[CH:27]=1. The yield is 0.420. The product is [N:26]1[CH:31]=[CH:30][CH:29]=[C:28]([C:2]2[CH:10]=[C:9]3[C:5]([CH2:6][C:7](=[O:11])[NH:8]3)=[CH:4][CH:3]=2)[CH:27]=1. (3) The reactants are CC1(C)COB([C:8]2[CH:20]=[CH:19][C:11]([O:12][CH2:13][CH2:14][NH:15][C:16](=[O:18])[CH3:17])=[CH:10][CH:9]=2)OC1.Br[C:23]1[CH:24]=[C:25]2[C:29](=[CH:30][C:31]=1[Cl:32])[NH:28][CH:27]=[C:26]2[CH:33]=[O:34].C(=O)([O-])[O-].[K+].[K+].C1(C)C=CC=CC=1. The catalyst is C(O)C.C1C=CC(P(C2C=CC=CC=2)[C-]2C=CC=C2)=CC=1.C1C=CC(P(C2C=CC=CC=2)[C-]2C=CC=C2)=CC=1.Cl[Pd]Cl.[Fe+2].C(OCC)(=O)C. The product is [Cl:32][C:31]1[CH:30]=[C:29]2[C:25]([C:26]([CH:33]=[O:34])=[CH:27][NH:28]2)=[CH:24][C:23]=1[C:8]1[CH:9]=[CH:10][C:11]([O:12][CH2:13][CH2:14][NH:15][C:16](=[O:18])[CH3:17])=[CH:19][CH:20]=1. The yield is 0.650. (4) The reactants are Cl.[OH:2][NH2:3].C(=O)([O-])[O-].[Na+].[Na+].[O:10]1[C:14]2([CH2:19][CH2:18][CH2:17][CH2:16][CH2:15]2)[O:13][CH2:12][C@@H:11]1[CH:20]=O. The catalyst is O.C1COCC1. The product is [O:10]1[C:14]2([CH2:19][CH2:18][CH2:17][CH2:16][CH2:15]2)[O:13][CH2:12][C@@H:11]1[CH:20]=[N:3][OH:2]. The yield is 0.990.